This data is from Catalyst prediction with 721,799 reactions and 888 catalyst types from USPTO. The task is: Predict which catalyst facilitates the given reaction. (1) Reactant: [CH2:1]([S:3]([N:6]1[C:14]2[CH:13]=[CH:12][C:11]([NH:15][C:16]([N:18]3[CH2:22][CH2:21][CH2:20][CH2:19]3)=[O:17])=[CH:10][C:9]=2[C:8]2[CH2:23][N:24](C(OC(C)(C)C)=O)[CH2:25][CH2:26][C:7]1=2)(=[O:5])=[O:4])[CH3:2].[C:34]([OH:40])([C:36]([F:39])([F:38])[F:37])=[O:35].[O:41]1[CH2:46][CH2:45][C:44](=O)[CH2:43][CH2:42]1.C(O[BH-](OC(=O)C)OC(=O)C)(=O)C.[Na+]. Product: [CH2:1]([S:3]([N:6]1[C:14]2[CH:13]=[CH:12][C:11]([NH:15][C:16]([N:18]3[CH2:19][CH2:20][CH2:21][CH2:22]3)=[O:17])=[CH:10][C:9]=2[C:8]2[CH2:23][N:24]([CH:44]3[CH2:45][CH2:46][O:41][CH2:42][CH2:43]3)[CH2:25][CH2:26][C:7]1=2)(=[O:4])=[O:5])[CH3:2].[C:34]([OH:40])([C:36]([F:39])([F:38])[F:37])=[O:35]. The catalyst class is: 4. (2) The catalyst class is: 4. Reactant: [F:1][C:2]1[CH:3]=[N:4][C:5]([O:17][C:18]2[CH:23]=[CH:22][CH:21]=[C:20]([S:24][CH3:25])[CH:19]=2)=[C:6]([CH:16]=1)[C:7]([NH:9][CH:10]1[CH2:15][CH2:14][NH:13][CH2:12][CH2:11]1)=[O:8].C(N(CC)CC)C.[C:33]([C:37](Cl)=[O:38])([CH3:36])([CH3:35])[CH3:34].Cl.CN(C)CCCN=C=NCC. Product: [NH3:4].[CH3:34][C:33]([CH3:36])([CH3:35])[C:37]([N:13]1[CH2:12][CH2:11][CH:10]([NH:9][C:7](=[O:8])[C:6]2[CH:16]=[C:2]([F:1])[CH:3]=[N:4][C:5]=2[O:17][C:18]2[CH:23]=[CH:22][CH:21]=[C:20]([S:24][CH3:25])[CH:19]=2)[CH2:15][CH2:14]1)=[O:38]. (3) Reactant: [N+:1]([O-:4])(O)=[O:2].[Cl:5][C:6]1[CH:11]=[C:10]([F:12])[CH:9]=[CH:8][C:7]=1[NH2:13].OS(O)(=O)=O. Product: [Cl:5][C:6]1[CH:11]=[C:10]([F:12])[C:9]([N+:1]([O-:4])=[O:2])=[CH:8][C:7]=1[NH2:13]. The catalyst class is: 25. (4) Reactant: C([O-])([O-])=O.[Cs+].[Cs+].F[C:8]1[CH:13]=[C:12]([C:14]([F:17])([F:16])[F:15])[CH:11]=[CH:10][N:9]=1.[C:18]([O:26][CH2:27][CH3:28])(=[O:25])[CH2:19][C:20]([O:22][CH2:23][CH3:24])=[O:21]. Product: [F:15][C:14]([F:17])([F:16])[C:12]1[CH:11]=[CH:10][N:9]=[C:8]([CH:19]([C:20]([O:22][CH2:23][CH3:24])=[O:21])[C:18]([O:26][CH2:27][CH3:28])=[O:25])[CH:13]=1. The catalyst class is: 16. (5) Reactant: Cl[C:2]1[C:11]2[C:6](=[CH:7][CH:8]=[CH:9][CH:10]=2)[N:5]=[CH:4][C:3]=1[NH:12][C:13](=O)[CH2:14][CH2:15][CH3:16].Cl.[CH2:19]([O:21][C:22](=[O:25])[CH2:23][NH2:24])[CH3:20].C(=O)(O)[O-].[Na+]. Product: [CH2:14]([C:13]1[N:24]([CH2:23][C:22]([O:21][CH2:19][CH3:20])=[O:25])[C:2]2[C:11]3[CH:10]=[CH:9][CH:8]=[CH:7][C:6]=3[N:5]=[CH:4][C:3]=2[N:12]=1)[CH2:15][CH3:16]. The catalyst class is: 4. (6) Reactant: [N+:1]([C:4]1[CH:13]=[C:12]2[C:7]([C:8](=[O:14])[CH2:9][CH:10]=[N:11]2)=[CH:6][CH:5]=1)([O-:3])=[O:2].C(=O)([O-])[O-].[K+].[K+].Cl.Cl[CH2:23][CH2:24][CH2:25][N:26]([CH3:28])[CH3:27]. Product: [CH3:27][N:26]([CH3:28])[CH2:25][CH2:24][CH2:23][O:14][C:8]1[C:7]2[C:12](=[CH:13][C:4]([N+:1]([O-:3])=[O:2])=[CH:5][CH:6]=2)[N:11]=[CH:10][CH:9]=1. The catalyst class is: 391. (7) Reactant: [CH2:1]([O:5][C:6]1[C:15]2[C:10](=[CH:11][CH:12]=[C:13]([NH:16]C(=O)OCC3C4C=CC=CC=4C4C3=CC=CC=4)[CH:14]=2)[C:9](=[O:34])[N:8]([CH2:35][CH:36]([CH3:38])[CH3:37])[C:7]=1[CH2:39][NH:40][C:41]([O:43][C:44]([CH3:47])([CH3:46])[CH3:45])=[O:42])[CH2:2][CH2:3][CH3:4].N1CCCC1.O. Product: [NH2:16][C:13]1[CH:14]=[C:15]2[C:10](=[CH:11][CH:12]=1)[C:9](=[O:34])[N:8]([CH2:35][CH:36]([CH3:38])[CH3:37])[C:7]([CH2:39][NH:40][C:41](=[O:42])[O:43][C:44]([CH3:45])([CH3:47])[CH3:46])=[C:6]2[O:5][CH2:1][CH2:2][CH2:3][CH3:4]. The catalyst class is: 9. (8) Reactant: Br[CH2:2][CH2:3][CH2:4][C:5]#[N:6].[NH:7]1[CH2:12][CH2:11][O:10][CH2:9][CH2:8]1.O1CCCC1. Product: [O:10]1[CH2:11][CH2:12][N:7]([CH2:2][CH2:3][CH2:4][C:5]#[N:6])[CH2:8][CH2:9]1. The catalyst class is: 27. (9) Reactant: [Cl:1][C:2]1[CH:3]=[C:4]([C:9]([NH:11][C:12]2[C:13]([O:18][CH3:19])=[N:14][CH:15]=[CH:16][CH:17]=2)=[O:10])[CH:5]=[N:6][C:7]=1Cl.O.[NH2:21][NH2:22]. Product: [Cl:1][C:2]1[CH:3]=[C:4]([C:9]([NH:11][C:12]2[C:13]([O:18][CH3:19])=[N:14][CH:15]=[CH:16][CH:17]=2)=[O:10])[CH:5]=[N:6][C:7]=1[NH:21][NH2:22]. The catalyst class is: 14.